From a dataset of Full USPTO retrosynthesis dataset with 1.9M reactions from patents (1976-2016). Predict the reactants needed to synthesize the given product. (1) The reactants are: [CH:1]1([S:6][C:7]2[CH:12]=[CH:11][CH:10]=[C:9](Br)[CH:8]=2)[CH2:5][CH2:4][CH2:3][CH2:2]1.C([Li])CCC.[I:19]I.S([O-])([O-])=O.[Na+].[Na+]. Given the product [CH:1]1([S:6][C:7]2[CH:12]=[CH:11][CH:10]=[C:9]([I:19])[CH:8]=2)[CH2:5][CH2:4][CH2:3][CH2:2]1, predict the reactants needed to synthesize it. (2) Given the product [C:1]1([C:7]2[N:12]3[N:13]=[C:14]([NH:16][C:17]4[CH:18]=[CH:19][C:20]([C:21]([NH:26][CH:27]5[CH2:28][CH2:29][N:30]([C:33]([O:35][C:36]([CH3:39])([CH3:38])[CH3:37])=[O:34])[CH2:31][CH2:32]5)=[O:22])=[CH:24][CH:25]=4)[N:15]=[C:11]3[CH:10]=[CH:9][CH:8]=2)[CH:2]=[CH:3][CH:4]=[CH:5][CH:6]=1, predict the reactants needed to synthesize it. The reactants are: [C:1]1([C:7]2[N:12]3[N:13]=[C:14]([NH:16][C:17]4[CH:25]=[CH:24][C:20]([C:21](O)=[O:22])=[CH:19][CH:18]=4)[N:15]=[C:11]3[CH:10]=[CH:9][CH:8]=2)[CH:6]=[CH:5][CH:4]=[CH:3][CH:2]=1.[NH2:26][CH:27]1[CH2:32][CH2:31][N:30]([C:33]([O:35][C:36]([CH3:39])([CH3:38])[CH3:37])=[O:34])[CH2:29][CH2:28]1.CN(C(ON1N=NC2C=CC=NC1=2)=[N+](C)C)C.F[P-](F)(F)(F)(F)F.CN1CCOCC1. (3) Given the product [CH3:9][S:10][C:11]1[CH:12]=[CH:13][C:14]([O:15][C:16]2[CH:21]=[CH:20][CH:19]=[CH:18][C:17]=2[CH:22]2[CH2:26][CH2:25][CH2:24][N:23]2[C:31](=[O:32])[C:30]([F:41])([F:40])[F:29])=[CH:27][CH:28]=1, predict the reactants needed to synthesize it. The reactants are: CCN(CC)CC.Cl.[CH3:9][S:10][C:11]1[CH:28]=[CH:27][C:14]([O:15][C:16]2[CH:21]=[CH:20][CH:19]=[CH:18][C:17]=2[CH:22]2[CH2:26][CH2:25][CH2:24][NH:23]2)=[CH:13][CH:12]=1.[F:29][C:30]([F:41])([F:40])[C:31](O[C:31](=[O:32])[C:30]([F:41])([F:40])[F:29])=[O:32]. (4) Given the product [Cl:10][CH2:9][CH2:8][N:3]1[CH:4]=[CH:5][N:6]=[C:2]1[CH3:1], predict the reactants needed to synthesize it. The reactants are: [CH3:1][C:2]1[NH:3][CH:4]=[CH:5][N:6]=1.Br[CH2:8][CH2:9][Cl:10].C(=O)([O-])[O-].[K+].[K+].